From a dataset of NCI-60 drug combinations with 297,098 pairs across 59 cell lines. Regression. Given two drug SMILES strings and cell line genomic features, predict the synergy score measuring deviation from expected non-interaction effect. Drug 1: CC1=C2C(C(=O)C3(C(CC4C(C3C(C(C2(C)C)(CC1OC(=O)C(C(C5=CC=CC=C5)NC(=O)C6=CC=CC=C6)O)O)OC(=O)C7=CC=CC=C7)(CO4)OC(=O)C)O)C)OC(=O)C. Drug 2: C(=O)(N)NO. Cell line: UACC62. Synergy scores: CSS=14.8, Synergy_ZIP=-2.46, Synergy_Bliss=1.85, Synergy_Loewe=-7.30, Synergy_HSA=2.20.